The task is: Predict the reaction yield, written as a fraction of the theoretical maximum amount of product (1.0 means a 100% yield; for example, 0.34 means a 34% yield).. This data is from Reaction yield outcomes from USPTO patents with 853,638 reactions. (1) The reactants are Br[C:2]1[CH:7]=[CH:6][CH:5]=[CH:4][N:3]=1.[Li]CCCC.[Sn:13](Cl)([CH2:22][CH2:23][CH2:24][CH3:25])([CH2:18][CH2:19][CH2:20][CH3:21])[CH2:14][CH2:15][CH2:16][CH3:17].[Cl-].[NH4+]. The catalyst is C1COCC1. The product is [CH2:22]([Sn:13]([CH2:14][CH2:15][CH2:16][CH3:17])([CH2:18][CH2:19][CH2:20][CH3:21])[C:2]1[CH:7]=[CH:6][CH:5]=[CH:4][N:3]=1)[CH2:23][CH2:24][CH3:25]. The yield is 1.00. (2) The product is [Br:8][C:6]1[CH:5]=[N:4][C:3]2[C:9]([OH:11])=[N:12][C:13]([OH:14])=[N:1][C:2]=2[CH:7]=1. The reactants are [NH2:1][C:2]1[C:3]([C:9]([OH:11])=O)=[N:4][CH:5]=[C:6]([Br:8])[CH:7]=1.[NH2:12][C:13](N)=[O:14]. The yield is 0.910. The catalyst is O.